From a dataset of Plasma protein binding rate (PPBR) regression data from AstraZeneca. Regression/Classification. Given a drug SMILES string, predict its absorption, distribution, metabolism, or excretion properties. Task type varies by dataset: regression for continuous measurements (e.g., permeability, clearance, half-life) or binary classification for categorical outcomes (e.g., BBB penetration, CYP inhibition). For this dataset (ppbr_az), we predict Y. (1) The compound is Cc1csc(N)c1C(N)=O. The Y is 67.6 %. (2) The compound is CCS(=O)(=O)c1ccc(-c2cc(C(F)(F)F)ccc2O[C@@H](C)C(=O)O)c(C)c1. The Y is 95.8 %.